Dataset: Full USPTO retrosynthesis dataset with 1.9M reactions from patents (1976-2016). Task: Predict the reactants needed to synthesize the given product. (1) Given the product [NH2:32][C@H:31]1[CH2:29][CH2:36][N:37]([C:15]([C:14]2[C:9]3[N:8]([CH2:27][CH3:28])[C:7]([C:3]4[C:2]([NH2:1])=[N:6][O:5][N:4]=4)=[N:26][C:10]=3[CH:11]=[N:12][C:13]=2[O:18][C:19]2[CH:24]=[CH:23][C:22]([F:25])=[CH:21][CH:20]=2)=[O:16])[CH2:38]1, predict the reactants needed to synthesize it. The reactants are: [NH2:1][C:2]1[C:3]([C:7]2[N:8]([CH2:27][CH3:28])[C:9]3[C:14]([C:15](O)=[O:16])=[C:13]([O:18][C:19]4[CH:24]=[CH:23][C:22]([F:25])=[CH:21][CH:20]=4)[N:12]=[CH:11][C:10]=3[N:26]=2)=[N:4][O:5][N:6]=1.[C:29]([C:36]1[NH:37][CH:38]=CN=1)([C:31]1[NH:32]C=CN=1)=O.C([C@H]1CCN(N)C1)(OC(C)(C)C)=O.C(O)(C(F)(F)F)=O. (2) The reactants are: [CH3:1][C:2]1[CH:10]=[CH:9][C:5]([C:6](Cl)=O)=[CH:4][CH:3]=1.[CH3:11][C:12]1[CH:13]=[C:14]([NH2:19])[C:15]([NH2:18])=[CH:16][CH:17]=1.C(N(CC)CC)C. Given the product [CH3:11][C:12]1[CH:17]=[CH:16][C:15]2[NH:18][C:6]([C:5]3[CH:9]=[CH:10][C:2]([CH3:1])=[CH:3][CH:4]=3)=[N:19][C:14]=2[CH:13]=1, predict the reactants needed to synthesize it. (3) The reactants are: [NH:1]1[C:5]2[CH:6]=[CH:7][CH:8]=[CH:9][C:4]=2[N:3]=[N:2]1.CC(C)([O-])C.[K+].[Br:16][C:17]1[CH:22]=[CH:21][CH:20]=[C:19]([CH2:23]Br)[CH:18]=1. Given the product [Br:16][C:17]1[CH:18]=[C:19]([CH:20]=[CH:21][CH:22]=1)[CH2:23][N:1]1[C:5]2[CH:6]=[CH:7][CH:8]=[CH:9][C:4]=2[N:3]=[N:2]1, predict the reactants needed to synthesize it. (4) Given the product [CH:16]1([N:23]2[CH2:8][CH2:9][CH:5]([CH2:4][C:3]3[CH:11]=[CH:12][C:13]([Cl:15])=[CH:14][C:2]=3[Cl:1])[C:6]2=[O:10])[CH2:22][CH2:21][CH2:20][CH2:19][CH2:18][CH2:17]1, predict the reactants needed to synthesize it. The reactants are: [Cl:1][C:2]1[CH:14]=[C:13]([Cl:15])[CH:12]=[CH:11][C:3]=1[CH2:4][CH:5]1[CH2:9][CH2:8]O[C:6]1=[O:10].[CH:16]1([NH2:23])[CH2:22][CH2:21][CH2:20][CH2:19][CH2:18][CH2:17]1. (5) Given the product [N:6]([C:7]1[CH:8]=[C:9]([CH:13]=[CH:14][CH:15]=1)[C:10]([NH2:12])=[O:11])=[C:16]=[S:17], predict the reactants needed to synthesize it. The reactants are: C(=O)(O)[O-].[Na+].[NH2:6][C:7]1[CH:8]=[C:9]([CH:13]=[CH:14][CH:15]=1)[C:10]([NH2:12])=[O:11].[C:16](Cl)(Cl)=[S:17]. (6) Given the product [Cl:19][C:14]1[CH:13]=[C:12]([CH2:11][CH2:10][O:9][CH2:8][C:7]2[NH:6][C:4](=[O:5])[C:3]3[CH:21]=[C:22]([CH2:25][CH3:26])[CH:23]=[N:24][C:2]=3[N:20]=2)[CH:17]=[CH:16][C:15]=1[F:18], predict the reactants needed to synthesize it. The reactants are: Cl[C:2]1[N:24]=[CH:23][C:22]([CH2:25][CH3:26])=[CH:21][C:3]=1[C:4]([NH:6][C:7](=[NH:20])[CH2:8][O:9][CH2:10][CH2:11][C:12]1[CH:17]=[CH:16][C:15]([F:18])=[C:14]([Cl:19])[CH:13]=1)=[O:5].CC([O-])(C)C.[K+].